Dataset: Full USPTO retrosynthesis dataset with 1.9M reactions from patents (1976-2016). Task: Predict the reactants needed to synthesize the given product. (1) Given the product [Cl:1][C:2]1[CH:3]=[C:4]2[C:9]([N:8]=[C:7]([N:12]3[CH2:17][CH2:16][NH:15][CH2:14][CH2:13]3)[C:6]3[N:5]2[N:25]=[N:19][N:18]=3)=[CH:10][CH:11]=1, predict the reactants needed to synthesize it. The reactants are: [Cl:1][C:2]1[CH:3]=[C:4]2[C:9](=[CH:10][CH:11]=1)[N:8]=[C:7]([N:12]1[CH2:17][CH2:16][NH:15][CH2:14][CH2:13]1)[C:6]([NH:18][NH2:19])=[N:5]2.ClC1C=C2C(=CC=1)N=C(N1CCNCC1)[N:25]=C2NN. (2) Given the product [Br:1][C:2]1[CH:7]=[CH:6][C:5]([F:8])=[CH:4][C:3]=1[NH2:9], predict the reactants needed to synthesize it. The reactants are: [Br:1][C:2]1[CH:7]=[CH:6][C:5]([F:8])=[CH:4][C:3]=1[N+:9]([O-])=O.